This data is from Catalyst prediction with 721,799 reactions and 888 catalyst types from USPTO. The task is: Predict which catalyst facilitates the given reaction. Reactant: [C:1]1([CH2:7][CH2:8][N:9]2[C:14](=[O:15])[CH2:13][C:12](=[O:16])[N:11]([CH2:17][C:18]3[CH:23]=[CH:22][CH:21]=[CH:20][CH:19]=3)[C:10]2=[O:24])[CH:6]=[CH:5][CH:4]=[CH:3][CH:2]=1.C(N(C(C)C)CC)(C)C.[N:34]([CH2:37][C:38]([O:40]CC)=[O:39])=[C:35]=[O:36]. Product: [OH:15][C:14]1[N:9]([CH2:8][CH2:7][C:1]2[CH:2]=[CH:3][CH:4]=[CH:5][CH:6]=2)[C:10](=[O:24])[N:11]([CH2:17][C:18]2[CH:23]=[CH:22][CH:21]=[CH:20][CH:19]=2)[C:12](=[O:16])[C:13]=1[C:35]([NH:34][CH2:37][C:38]([OH:40])=[O:39])=[O:36]. The catalyst class is: 22.